This data is from Reaction yield outcomes from USPTO patents with 853,638 reactions. The task is: Predict the reaction yield, written as a fraction of the theoretical maximum amount of product (1.0 means a 100% yield; for example, 0.34 means a 34% yield). (1) The reactants are [Si]([O:8][CH2:9][CH2:10][O:11][C:12]1[CH:17]=[CH:16][N:15]=[C:14]([NH:18][C:19]2[CH:20]=[C:21]([C:26]3[S:30][C:29]([C:31]4([OH:39])[CH2:36][O:35]C(C)(C)[O:33][CH2:32]4)=[N:28][CH:27]=3)[CH:22]=[C:23]([CH3:25])[CH:24]=2)[N:13]=1)(C(C)(C)C)(C)C.Cl. The catalyst is O1CCCC1.CO. The product is [OH:8][CH2:9][CH2:10][O:11][C:12]1[CH:17]=[CH:16][N:15]=[C:14]([NH:18][C:19]2[CH:20]=[C:21]([C:26]3[S:30][C:29]([C:31]([OH:39])([CH2:36][OH:35])[CH2:32][OH:33])=[N:28][CH:27]=3)[CH:22]=[C:23]([CH3:25])[CH:24]=2)[N:13]=1. The yield is 0.560. (2) The reactants are [NH2:1][C:2]1[CH:12]=[CH:11][C:5]([C:6]([O:8][CH2:9][CH3:10])=[O:7])=[C:4]([S:13][CH3:14])[CH:3]=1.[I:15]Cl.CC(O)=O. The catalyst is C(O)(=O)C.CCOC(C)=O. The product is [NH2:1][C:2]1[C:12]([I:15])=[CH:11][C:5]([C:6]([O:8][CH2:9][CH3:10])=[O:7])=[C:4]([S:13][CH3:14])[CH:3]=1. The yield is 0.530. (3) The product is [CH2:1]([O:8][C:9]([NH:11][CH:12]([C:16]#[N:17])[C:13]([O:15][C:18]([CH3:21])([CH3:20])[CH3:19])=[O:14])=[O:10])[C:2]1[CH:3]=[CH:4][CH:5]=[CH:6][CH:7]=1. The reactants are [CH2:1]([O:8][C:9]([NH:11][CH:12]([C:16]#[N:17])[C:13]([OH:15])=[O:14])=[O:10])[C:2]1[CH:7]=[CH:6][CH:5]=[CH:4][CH:3]=1.[C:18](O)([CH3:21])([CH3:20])[CH3:19].FC(F)(F)C(OC(=O)C(F)(F)F)=O.[OH-].[Na+]. The yield is 0.674. The catalyst is C1(C)C=CC=CC=1. (4) The reactants are [C:1]([O:5][C:6](=[O:30])[CH2:7][C@@H:8]([C:15](N1[C@H](C)[C@H](C2C=CC=CC=2)OC1=O)=[O:16])[CH2:9][C@H:10]([CH3:14])[CH2:11][CH2:12][CH3:13])([CH3:4])([CH3:3])[CH3:2].[Li+].[OH-].OO.S(=O)(O)[O-:36].[Na+].S([O-])([O-])=O.[Na+].[Na+]. The catalyst is O.C1COCC1.CCOCC.CCCCCC. The product is [C:1]([O:5][C:6](=[O:30])[CH2:7][C@H:8]([CH2:9][C@H:10]([CH3:14])[CH2:11][CH2:12][CH3:13])[C:15]([OH:16])=[O:36])([CH3:2])([CH3:3])[CH3:4]. The yield is 0.930. (5) The reactants are [CH3:1][C:2]1[CH:7]=[C:6]([NH:8][C:9]2[C:18]3[C:13](=[CH:14][CH:15]=[CH:16][C:17]=3[F:19])[N:12]=[CH:11][N:10]=2)[CH:5]=[CH:4][C:3]=1[OH:20].C(=O)([O-])[O-].[K+].[K+].Cl.[N:28]1[CH:33]=[CH:32][CH:31]=[CH:30][C:29]=1[CH2:34]Cl. The catalyst is CN(C=O)C. The product is [F:19][C:17]1[CH:16]=[CH:15][CH:14]=[C:13]2[C:18]=1[C:9]([NH:8][C:6]1[CH:5]=[CH:4][C:3]([O:20][CH2:34][C:29]3[CH:30]=[CH:31][CH:32]=[CH:33][N:28]=3)=[C:2]([CH3:1])[CH:7]=1)=[N:10][CH:11]=[N:12]2. The yield is 0.560. (6) The reactants are [ClH:1].C(N(CC)CCNC(C1C=CC2C(=CC=C(I)C=2)C=1)=O)C.[CH2:23]([N:25]([CH2:46][CH3:47])[CH2:26][CH2:27][NH:28][C:29]([C:31]1[C:44]2[C:35](=[CH:36][C:37]3[C:42]([N:43]=2)=[C:41]([I:45])[CH:40]=[CH:39][CH:38]=3)[CH:34]=[CH:33][CH:32]=1)=[O:30])[CH3:24].[K+].[Br-]. No catalyst specified. The product is [ClH:1].[ClH:1].[CH2:46]([N:25]([CH2:23][CH3:24])[CH2:26][CH2:27][NH:28][C:29]([C:31]1[C:44]2[C:35](=[CH:36][C:37]3[C:42]([N:43]=2)=[C:41]([I:45])[CH:40]=[CH:39][CH:38]=3)[CH:34]=[CH:33][CH:32]=1)=[O:30])[CH3:47]. The yield is 0.690.